Predict the reaction yield, written as a fraction of the theoretical maximum amount of product (1.0 means a 100% yield; for example, 0.34 means a 34% yield). From a dataset of Reaction yield outcomes from USPTO patents with 853,638 reactions. The reactants are [CH2:1]([NH:8][C:9]1[C:18]2[C:13](=[CH:14][CH:15]=[CH:16][CH:17]=2)[N:12]=[C:11]([N:19]2[CH2:24][CH2:23][N:22](C(OC(C)(C)C)=O)[CH2:21][CH2:20]2)[N:10]=1)[C:2]1[CH:7]=[CH:6][CH:5]=[CH:4][CH:3]=1.C(O)(C(F)(F)F)=O. The catalyst is C(Cl)Cl. The product is [CH2:1]([NH:8][C:9]1[C:18]2[C:13](=[CH:14][CH:15]=[CH:16][CH:17]=2)[N:12]=[C:11]([N:19]2[CH2:24][CH2:23][NH:22][CH2:21][CH2:20]2)[N:10]=1)[C:2]1[CH:3]=[CH:4][CH:5]=[CH:6][CH:7]=1. The yield is 0.490.